This data is from Forward reaction prediction with 1.9M reactions from USPTO patents (1976-2016). The task is: Predict the product of the given reaction. (1) Given the reactants Br[CH2:2][C:3]1[CH:24]=[CH:23][C:6]([C:7]([NH:9][C:10]2[CH:15]=[CH:14][C:13]([Cl:16])=[C:12]([C:17]3[CH:22]=[CH:21][CH:20]=[CH:19][N:18]=3)[CH:11]=2)=[O:8])=[CH:5][CH:4]=1.[CH3:25][C:26]1[CH:30]=[C:29]([CH3:31])[NH:28][N:27]=1, predict the reaction product. The product is: [Cl:16][C:13]1[CH:14]=[CH:15][C:10]([NH:9][C:7](=[O:8])[C:6]2[CH:23]=[CH:24][C:3]([CH2:2][N:27]3[C:26]([CH3:25])=[CH:30][C:29]([CH3:31])=[N:28]3)=[CH:4][CH:5]=2)=[CH:11][C:12]=1[C:17]1[CH:22]=[CH:21][CH:20]=[CH:19][N:18]=1. (2) Given the reactants [Cl:1][C:2]1[N:7]=[C:6](Cl)[C:5]([Cl:9])=[CH:4][N:3]=1.C([O-])([O-])=O.[Na+].[Na+].[NH:16]1[C:24]2[C:19](=[CH:20][C:21]([NH2:25])=[CH:22][CH:23]=2)[CH:18]=[N:17]1, predict the reaction product. The product is: [Cl:1][C:2]1[N:7]=[C:6]([NH:25][C:21]2[CH:20]=[C:19]3[C:24](=[CH:23][CH:22]=2)[NH:16][N:17]=[CH:18]3)[C:5]([Cl:9])=[CH:4][N:3]=1. (3) Given the reactants [Br:1][C:2]1[C:7]([O:8][CH3:9])=[CH:6][C:5]2[O:10][CH2:11][C:12]3[C:16]([C:17](O)=[O:18])=[N:15][N:14]([C:20]4[CH:24]=[CH:23][S:22][CH:21]=4)[C:13]=3[C:4]=2[CH:3]=1.C(Cl)Cl.[CH:28]([NH:31][CH:32]([CH3:34])[CH3:33])(C)C.[B-](F)(F)(F)F.[CH3:40]N(C(ON1N=NC2C1=CC=CC=2)=[N+](C)C)C, predict the reaction product. The product is: [C:32]([N:31]([CH3:28])[C:17]([C:16]1[C:12]2[CH2:11][O:10][C:5]3[CH:6]=[C:7]([O:8][CH3:9])[C:2]([Br:1])=[CH:3][C:4]=3[C:13]=2[N:14]([C:20]2[CH:24]=[CH:23][S:22][CH:21]=2)[N:15]=1)=[O:18])([CH3:34])([CH3:40])[CH3:33]. (4) Given the reactants [N:1]1([C:7]2[CH:8]=[CH:9][C:10]3[N:11]([C:13]([C:16]([F:19])([F:18])[F:17])=[N:14][N:15]=3)[N:12]=2)[CH2:6][CH2:5][NH:4][CH2:3][CH2:2]1.[CH2:20]([O:24][C:25]1[CH:26]=[C:27]([CH:30]=[CH:31][CH:32]=1)[CH:28]=O)[CH2:21][CH2:22][CH3:23], predict the reaction product. The product is: [CH2:20]([O:24][C:25]1[CH:26]=[C:27]([CH2:28][N:4]2[CH2:3][CH2:2][N:1]([C:7]3[CH:8]=[CH:9][C:10]4[N:11]([C:13]([C:16]([F:17])([F:18])[F:19])=[N:14][N:15]=4)[N:12]=3)[CH2:6][CH2:5]2)[CH:30]=[CH:31][CH:32]=1)[CH2:21][CH2:22][CH3:23]. (5) Given the reactants [F:1][C:2]([F:7])([F:6])[C:3](=[S:5])[NH2:4].[P].[S].Br[CH2:11][C:12]([C:14]1[CH:19]=[CH:18][CH:17]=[CH:16][C:15]=1[OH:20])=O, predict the reaction product. The product is: [F:1][C:2]([F:7])([F:6])[C:3]1[S:5][CH:11]=[C:12]([C:14]2[CH:19]=[CH:18][CH:17]=[CH:16][C:15]=2[OH:20])[N:4]=1.